Dataset: Full USPTO retrosynthesis dataset with 1.9M reactions from patents (1976-2016). Task: Predict the reactants needed to synthesize the given product. (1) Given the product [ClH:1].[CH3:22][C:16]1[CH:15]=[CH:14][C:13]2[C:18](=[CH:19][CH:20]=[CH:21][C:12]=2[N:9]2[CH2:8][CH2:7][N:6]([CH2:5]/[CH:4]=[CH:3]/[C:23]3[CH:24]=[CH:25][C:26]4[O:31][CH2:30][C:29](=[O:32])[NH:28][C:27]=4[CH:33]=3)[CH2:11][CH2:10]2)[N:17]=1, predict the reactants needed to synthesize it. The reactants are: [ClH:1].O[CH:3]([C:23]1[CH:24]=[CH:25][C:26]2[O:31][CH2:30][C:29](=[O:32])[NH:28][C:27]=2[CH:33]=1)[CH2:4][CH2:5][N:6]1[CH2:11][CH2:10][N:9]([C:12]2[CH:21]=[CH:20][CH:19]=[C:18]3[C:13]=2[CH:14]=[CH:15][C:16]([CH3:22])=[N:17]3)[CH2:8][CH2:7]1.C1(C)C=CC(S(O)(=O)=O)=CC=1. (2) Given the product [NH2:1][C:4]1[CH:5]=[CH:6][C:7]([O:12][C:13]2([S:16][C:17]3[CH:18]=[CH:19][CH:20]=[CH:21][CH:22]=3)[CH2:14][CH2:15]2)=[C:8]([CH2:10][OH:11])[CH:9]=1, predict the reactants needed to synthesize it. The reactants are: [N+:1]([C:4]1[CH:5]=[CH:6][C:7]([O:12][C:13]2([S:16][C:17]3[CH:22]=[CH:21][CH:20]=[CH:19][CH:18]=3)[CH2:15][CH2:14]2)=[C:8]([CH2:10][OH:11])[CH:9]=1)([O-])=O.C(O)(=O)C. (3) Given the product [F:1][CH:2]([CH2:27][CH2:28][CH3:29])[CH2:3][N:4]1[CH2:5][CH2:6][CH:7]([CH2:10][O:11][C:12]2[CH:13]=[CH:14][C:15]([C:18]3[CH:23]=[CH:22][C:21]([C:24]([N:30]4[CH2:34][CH2:33][CH2:32][C@@H:31]4[CH2:35][OH:36])=[O:25])=[CH:20][CH:19]=3)=[CH:16][CH:17]=2)[CH2:8][CH2:9]1, predict the reactants needed to synthesize it. The reactants are: [F:1][CH:2]([CH2:27][CH2:28][CH3:29])[CH2:3][N:4]1[CH2:9][CH2:8][CH:7]([CH2:10][O:11][C:12]2[CH:17]=[CH:16][C:15]([C:18]3[CH:23]=[CH:22][C:21]([C:24](O)=[O:25])=[CH:20][CH:19]=3)=[CH:14][CH:13]=2)[CH2:6][CH2:5]1.[NH:30]1[CH2:34][CH2:33][CH2:32][C@@H:31]1[CH2:35][OH:36].C1CN([P+](ON2N=NC3C=CC=CC2=3)(N2CCCC2)N2CCCC2)CC1.F[P-](F)(F)(F)(F)F.CCN(C(C)C)C(C)C. (4) Given the product [CH2:1]([O:8][C:9]1[CH:10]=[C:11]([CH:31]2[C:32](=[O:36])[CH2:33][CH2:34][CH2:35][C:30]2=[O:37])[CH:12]=[CH:13][CH:14]=1)[C:2]1[CH:7]=[CH:6][CH:5]=[CH:4][CH:3]=1, predict the reactants needed to synthesize it. The reactants are: [CH2:1]([O:8][C:9]1[CH:14]=[CH:13][CH:12]=[C:11](Br)[CH:10]=1)[C:2]1[CH:7]=[CH:6][CH:5]=[CH:4][CH:3]=1.C(O)(CC)(C)C.[O-]P([O-])([O-])=O.[K+].[K+].[K+].[C:30]1(=[O:37])[CH2:35][CH2:34][CH2:33][C:32](=[O:36])[CH2:31]1. (5) Given the product [NH2:32][C:33]1[S:37][C:36]([C:38]2[CH:43]=[C:42]([CH3:44])[CH:41]=[CH:40][C:39]=2[F:45])=[N:35][C:34]=1[C:46]([NH:1][C:2]1[CH:3]=[N:4][N:5]([CH3:24])[C:6]=1[N:7]1[CH2:13][CH2:12][CH:11]([O:14][CH3:15])[CH:10]([NH2:16])[CH2:9][CH2:8]1)=[O:47], predict the reactants needed to synthesize it. The reactants are: [NH2:1][C:2]1[CH:3]=[N:4][N:5]([CH3:24])[C:6]=1[N:7]1[CH2:13][CH2:12][C@@H:11]([O:14][CH3:15])[C@H:10]([NH:16]C(=O)OC(C)(C)C)[CH2:9][CH2:8]1.C(OC([NH:32][C:33]1[S:37][C:36]([C:38]2[CH:43]=[C:42]([CH3:44])[CH:41]=[CH:40][C:39]=2[F:45])=[N:35][C:34]=1[C:46](O)=[O:47])=O)(C)(C)C. (6) The reactants are: [OH:1][C:2]1[CH:3]=[C:4]2[C:9](=[CH:10][CH:11]=1)[CH:8]=[C:7]([C@:12]1([CH3:18])[CH2:16][O:15][C:14](=[O:17])[NH:13]1)[CH:6]=[CH:5]2.O1CCCC1.[C:24]([C@H:28]1[CH2:33][CH2:32][C@H:31](O)[CH2:30][CH2:29]1)([CH3:27])([CH3:26])[CH3:25].C1(P(C2C=CC=CC=2)C2C=CC=CC=2)C=CC=CC=1.N(C(OC(C)C)=O)=NC(OC(C)C)=O. Given the product [C:24]([C@@H:28]1[CH2:33][CH2:32][C@H:31]([O:1][C:2]2[CH:3]=[C:4]3[C:9](=[CH:10][CH:11]=2)[CH:8]=[C:7]([C@:12]2([CH3:18])[CH2:16][O:15][C:14](=[O:17])[NH:13]2)[CH:6]=[CH:5]3)[CH2:30][CH2:29]1)([CH3:27])([CH3:26])[CH3:25], predict the reactants needed to synthesize it. (7) Given the product [CH2:10]([C:12]([CH2:19][S:1][C:2]1[CH:9]=[CH:8][CH:7]=[CH:6][C:3]=1[CH2:4][OH:5])([CH:15]=[CH:16][CH2:17][CH3:18])[CH:13]=[O:14])[CH3:11], predict the reactants needed to synthesize it. The reactants are: [SH:1][C:2]1[CH:9]=[CH:8][CH:7]=[CH:6][C:3]=1[CH2:4][OH:5].[CH2:10]([C:12]([CH2:19]OS(C)(=O)=O)([CH2:15][CH2:16][CH2:17][CH3:18])[CH:13]=[O:14])[CH3:11].SC(O)C1C=CC=CC=1.Cl.